From a dataset of Full USPTO retrosynthesis dataset with 1.9M reactions from patents (1976-2016). Predict the reactants needed to synthesize the given product. (1) Given the product [Br:3][C:9]1[NH:7][C:8]2[C:15]([C:16]=1[CH:17]=[O:22])=[CH:14][C:13]([O:12][CH3:11])=[CH:21][CH:20]=2, predict the reactants needed to synthesize it. The reactants are: P(Br)(Br)([Br:3])=O.C[N:7]([CH:9]=O)[CH3:8].[CH3:11][O:12][C:13]1[CH:14]=[C:15]2C(=[CH:20][CH:21]=1)N[C:17](=[O:22])[CH2:16]2.C([O-])(O)=O.[Na+]. (2) Given the product [I:41][C:37]1[CH:36]=[C:35]([CH:40]=[CH:39][CH:38]=1)[CH2:34][O:20][C:17]1[CH:18]=[CH:19][C:14]([CH2:13][CH2:12][C:8]2[CH:9]=[N:10][C:11]3[C:6]([CH:7]=2)=[C:5]2[CH:22]=[CH:23][C:24]([CH3:26])=[CH:25][C:4]2=[N:3][C:2]=3[NH2:1])=[C:15]([CH3:21])[CH:16]=1, predict the reactants needed to synthesize it. The reactants are: [NH2:1][C:2]1[C:11]2[N:10]=[CH:9][C:8]([CH2:12][CH2:13][C:14]3[CH:19]=[CH:18][C:17]([OH:20])=[CH:16][C:15]=3[CH3:21])=[CH:7][C:6]=2[C:5]2[CH:22]=[CH:23][C:24]([CH3:26])=[CH:25][C:4]=2[N:3]=1.C(=O)([O-])[O-].[Cs+].[Cs+].Br[CH2:34][C:35]1[CH:40]=[CH:39][CH:38]=[C:37]([I:41])[CH:36]=1.